From a dataset of Forward reaction prediction with 1.9M reactions from USPTO patents (1976-2016). Predict the product of the given reaction. (1) Given the reactants [C:1]1([S:7]([C:10]2[CH:11]=[CH:12][C:13]3[N:14]([N:16]=[C:17]([NH2:19])[N:18]=3)[CH:15]=2)(=[O:9])=[O:8])[CH:6]=[CH:5][CH:4]=[CH:3][CH:2]=1.Br[C:21]1[CH:26]=[CH:25][C:24]([C:27]2[CH:32]=[CH:31][CH:30]=[CH:29][N:28]=2)=[CH:23][CH:22]=1.CN(C1C(C2C(P(C3CCCCC3)C3CCCCC3)=CC=CC=2)=CC=CC=1)C, predict the reaction product. The product is: [C:1]1([S:7]([C:10]2[CH:11]=[CH:12][C:13]3[N:14]([N:16]=[C:17]([NH:19][C:21]4[CH:22]=[CH:23][C:24]([C:27]5[CH:32]=[CH:31][CH:30]=[CH:29][N:28]=5)=[CH:25][CH:26]=4)[N:18]=3)[CH:15]=2)(=[O:9])=[O:8])[CH:2]=[CH:3][CH:4]=[CH:5][CH:6]=1. (2) Given the reactants [C:1]([C:4]1[CH:5]=[C:6]([CH:35]=[CH:36][CH:37]=1)[O:7][C@H:8]([C:29]1[CH:34]=[CH:33][CH:32]=[CH:31][CH:30]=1)[CH2:9][CH2:10][N:11]1[CH2:16][CH2:15][CH:14]([C:17]2[CH:18]=[C:19]([NH:23][C:24](=[O:28])[CH:25]([CH3:27])[CH3:26])[CH:20]=[CH:21][CH:22]=2)[CH2:13][CH2:12]1)(=[O:3])[CH3:2].[CH3:38]I, predict the reaction product. The product is: [C:1]([C:4]1[CH:5]=[C:6]([CH:35]=[CH:36][CH:37]=1)[O:7][C@H:8]([C:29]1[CH:34]=[CH:33][CH:32]=[CH:31][CH:30]=1)[CH2:9][CH2:10][N:11]1[CH2:16][CH2:15][CH:14]([C:17]2[CH:18]=[C:19]([N:23]([CH3:38])[C:24](=[O:28])[CH:25]([CH3:27])[CH3:26])[CH:20]=[CH:21][CH:22]=2)[CH2:13][CH2:12]1)(=[O:3])[CH3:2]. (3) Given the reactants [CH3:1][C:2]1[CH:7]=[C:6]([N+:8]([O-:10])=[O:9])[CH:5]=[CH:4][C:3]=1[N:11]=[C:12]=[S:13].[NH2:14][C@H:15]([CH:17]1[CH2:22][CH2:21][CH2:20][CH2:19][CH2:18]1)[CH3:16].Cl[CH:24]([CH3:28])[C:25](O)=[O:26], predict the reaction product. The product is: [CH3:1][C:2]1[CH:7]=[C:6]([N+:8]([O-:10])=[O:9])[CH:5]=[CH:4][C:3]=1[N:11]=[C:12]1[N:14]([C@H:15]([CH:17]2[CH2:22][CH2:21][CH2:20][CH2:19][CH2:18]2)[CH3:16])[C:25](=[O:26])[CH:24]([CH3:28])[S:13]1. (4) Given the reactants C([O:8][N:9]([CH2:12][C@@H:13]([CH2:17][CH2:18][CH2:19][CH3:20])[C:14](O)=[O:15])[CH:10]=[O:11])C1C=CC=CC=1.[NH:21]1[CH2:25][CH2:24][CH2:23][C@H:22]1[C:26]1[O:27][C:28]2[CH:34]=[CH:33][C:32]([S:35]([NH2:38])(=[O:37])=[O:36])=[CH:31][C:29]=2[N:30]=1, predict the reaction product. The product is: [CH:10]([N:9]([CH2:12][CH:13]([CH2:17][CH2:18][CH2:19][CH3:20])[C:14]([N:21]1[CH2:25][CH2:24][CH2:23][CH:22]1[C:26]1[O:27][C:28]2[CH:34]=[CH:33][C:32]([S:35]([NH2:38])(=[O:36])=[O:37])=[CH:31][C:29]=2[N:30]=1)=[O:15])[OH:8])=[O:11]. (5) Given the reactants S=C1N([C:7]([O:9][CH2:10][C:11]2[CH:16]=[CH:15][C:14]([O:17][C:18](=[O:20])[CH3:19])=[C:13]([O:21][CH3:22])[CH:12]=2)=[O:8])CCS1.[CH2:23]([CH:25]([CH2:28][CH2:29][CH2:30][CH3:31])[CH2:26][NH2:27])[CH3:24].C(N(CC)CC)C, predict the reaction product. The product is: [C:18]([O:17][C:14]1[CH:15]=[CH:16][C:11]([CH2:10][O:9][C:7](=[O:8])[NH:27][CH2:26][CH:25]([CH2:23][CH3:24])[CH2:28][CH2:29][CH2:30][CH3:31])=[CH:12][C:13]=1[O:21][CH3:22])(=[O:20])[CH3:19].